This data is from Catalyst prediction with 721,799 reactions and 888 catalyst types from USPTO. The task is: Predict which catalyst facilitates the given reaction. (1) Reactant: Br[C:2]1[CH:7]=[C:6]([C:8](OC)=[O:9])[C:5]([O:12][CH:13]([CH3:15])[CH3:14])=[CH:4][C:3]=1[C:16]1[CH:21]=[CH:20][C:19]([F:22])=[CH:18][CH:17]=1.[CH:23]1(B(O)O)[CH2:25][CH2:24]1.C1(P(C2CCCCC2)C2C=CC=CC=2C2C(OC)=CC=CC=2OC)CCCCC1.C(=O)([O-])[O-].[Na+].[Na+]. Product: [CH:23]1([C:2]2[CH:7]=[C:6]([CH2:8][OH:9])[C:5]([O:12][CH:13]([CH3:14])[CH3:15])=[CH:4][C:3]=2[C:16]2[CH:17]=[CH:18][C:19]([F:22])=[CH:20][CH:21]=2)[CH2:25][CH2:24]1. The catalyst class is: 187. (2) Reactant: [C:1]([C:3]1[CH:44]=[CH:43][C:6]2[N:7](COCC[Si](C)(C)C)[C:8]([CH:10]([C:16]3[C:24]([O:25][CH3:26])=[CH:23][C:22]([CH3:27])=[C:21]4[C:17]=3[CH:18]=[CH:19][N:20]4C(OC(C)(C)C)=O)[CH2:11][C:12]([O:14][CH3:15])=[O:13])=[N:9][C:5]=2[CH:4]=1)#[N:2].C(C1C=CC2N=C(C(C3C(OC)=CC(C)=C4C=3C=CN4C(OC(C)(C)C)=O)CC(OC)=O)N(COCC[Si](C)(C)C)C=2C=1)#N.CO.[OH-].[NH4+]. Product: [C:1]([C:3]1[CH:44]=[CH:43][C:6]2[NH:7][C:8]([CH:10]([C:16]3[C:24]([O:25][CH3:26])=[CH:23][C:22]([CH3:27])=[C:21]4[C:17]=3[CH:18]=[CH:19][NH:20]4)[CH2:11][C:12]([O:14][CH3:15])=[O:13])=[N:9][C:5]=2[CH:4]=1)#[N:2]. The catalyst class is: 33.